This data is from Forward reaction prediction with 1.9M reactions from USPTO patents (1976-2016). The task is: Predict the product of the given reaction. (1) Given the reactants [OH:1][C:2]1([C:15]2[CH:24]=[CH:23][C:18]([O:19][CH2:20][C:21]#[N:22])=[CH:17][CH:16]=2)[CH2:7][CH2:6][CH2:5][CH2:4][CH:3]1[NH:8][S:9]([CH:12]([CH3:14])[CH3:13])(=[O:11])=[O:10].COCCO[AlH2-]OCCOC.[Na+].O, predict the reaction product. The product is: [NH2:22][CH2:21][CH2:20][O:19][C:18]1[CH:23]=[CH:24][C:15]([C:2]2([OH:1])[CH2:7][CH2:6][CH2:5][CH2:4][CH:3]2[NH:8][S:9]([CH:12]([CH3:13])[CH3:14])(=[O:11])=[O:10])=[CH:16][CH:17]=1. (2) Given the reactants CC(P(C(C)(C)C)C1C(C2C=CC=CC=2)=CC=CC=1)(C)C.ClC(Cl)C.[C:26]1([C:32]#[C:33][P:34](=[O:48])([O:38][C:39]([CH2:41][C:42]2[CH:47]=[CH:46][CH:45]=[CH:44][CH:43]=2)=[CH2:40])[O:35][CH2:36][CH3:37])[CH:31]=[CH:30][CH:29]=[CH:28][CH:27]=1, predict the reaction product. The product is: [CH2:36]([O:35][P:34]1(=[O:48])[CH:33]=[C:32]([C:26]2[CH:27]=[CH:28][CH:29]=[CH:30][CH:31]=2)[CH:40]=[C:39]([CH2:41][C:42]2[CH:43]=[CH:44][CH:45]=[CH:46][CH:47]=2)[O:38]1)[CH3:37]. (3) The product is: [ClH:21].[NH2:19][C:13]1[N:12]=[C:11]2[C:16]([N:17]=[CH:18][N:10]2[CH2:9][CH2:8][CH:5]([CH2:6][OH:7])[CH2:4][OH:3])=[CH:15][N:14]=1. Given the reactants CC1(C)[O:7][CH2:6][CH:5]([CH2:8][CH2:9][N:10]2[CH:18]=[N:17][C:16]3[C:11]2=[N:12][C:13]([NH2:19])=[N:14][CH:15]=3)[CH2:4][O:3]1.[ClH:21], predict the reaction product. (4) Given the reactants CC[CH:3](OC1C=CC(F)=C(C(F)(F)F)C=1)[C:4]([NH:6]CC1C=CC=CC=1)=[O:5].CN1C=C([C:34]2[CH:39]=[CH:38][CH:37]=[C:36]([C:40]([F:43])([F:42])[F:41])[CH:35]=2)C(=O)C(C2C=CC=CC=2)=C1.C1[N:55]([C:56]2[CH:61]=[C:60](C(F)(F)F)[CH:59]=[CH:58][CH:57]=2)[C:53](=[O:54])[CH:52](Cl)[CH:51]1[CH2:67]Cl.CNC1OC(C2C=CC=CC=2)C(=O)C=1C1C=CC=C(C(F)(F)[F:90])C=1.CS(C1C=CC(C(C2C(=O)C3CC(CC3)C=2SC2C=CC=CC=2)=O)=C(Cl)C=1)(=O)=O, predict the reaction product. The product is: [CH:38]1[CH:39]=[C:34]([O:5][C:4]2[N:6]=[C:52]([C:53]([NH:55][C:56]3[CH:57]=[CH:58][C:59]([F:90])=[CH:60][CH:61]=3)=[O:54])[CH:51]=[CH:67][CH:3]=2)[CH:35]=[C:36]([C:40]([F:41])([F:42])[F:43])[CH:37]=1. (5) The product is: [CH3:11][C:3]1[N:4]=[C:5]([NH:7][C:8](=[O:10])[CH3:9])[S:6][C:2]=1[C:17]1[S:18][CH:19]=[CH:20][CH:21]=1. Given the reactants I[C:2]1[S:6][C:5]([NH:7][C:8](=[O:10])[CH3:9])=[N:4][C:3]=1[CH3:11].C([Sn](CCCC)(CCCC)[C:17]1[S:18][CH:19]=[CH:20][CH:21]=1)CCC, predict the reaction product.